This data is from Full USPTO retrosynthesis dataset with 1.9M reactions from patents (1976-2016). The task is: Predict the reactants needed to synthesize the given product. Given the product [CH3:10][O:9][C:7]1[CH:6]=[C:5]([CH:11]=[C:12]([C:16]2[CH:17]=[CH:18][C:19]([O:22][C:24]3[CH:29]=[CH:28][C:27]([N+:30]([O-:32])=[O:31])=[CH:26][CH:25]=3)=[CH:20][CH:21]=2)[C:13]([OH:15])=[O:14])[CH:4]=[C:3]([O:2][CH3:1])[CH:8]=1, predict the reactants needed to synthesize it. The reactants are: [CH3:1][O:2][C:3]1[CH:4]=[C:5]([CH:11]=[C:12]([C:16]2[CH:21]=[CH:20][C:19]([OH:22])=[CH:18][CH:17]=2)[C:13]([OH:15])=[O:14])[CH:6]=[C:7]([O:9][CH3:10])[CH:8]=1.F[C:24]1[CH:29]=[CH:28][C:27]([N+:30]([O-:32])=[O:31])=[CH:26][CH:25]=1.[H-].[Na+].